From a dataset of Catalyst prediction with 721,799 reactions and 888 catalyst types from USPTO. Predict which catalyst facilitates the given reaction. (1) Reactant: C([N:8]1[C:12]([C:13]2[C:18]([O:19][CH3:20])=[CH:17][CH:16]=[CH:15][C:14]=2[NH:21][S:22]([C:25]2[CH:30]=[CH:29][CH:28]=[CH:27][CH:26]=2)(=[O:24])=[O:23])=[N:11][N:10]=[N:9]1)C1C=CC=CC=1.C([O-])=O.[NH4+]. Product: [CH3:20][O:19][C:18]1[C:13]([C:12]2[NH:8][N:9]=[N:10][N:11]=2)=[C:14]([NH:21][S:22]([C:25]2[CH:30]=[CH:29][CH:28]=[CH:27][CH:26]=2)(=[O:24])=[O:23])[CH:15]=[CH:16][CH:17]=1. The catalyst class is: 421. (2) Reactant: C(O[CH:4]=[C:5]([C:8]#[N:9])[C:6]#[N:7])C.S(O)(O)(=O)=O.[CH3:15][NH:16]N.C([N:20](CC)CC)C. Product: [NH2:20][C:4]1[N:16]([CH3:15])[N:7]=[CH:6][C:5]=1[C:8]#[N:9]. The catalyst class is: 5. (3) Reactant: [CH:1]([C:3]1[CH:21]=[CH:20][C:6]([O:7][CH:8]2[CH2:12][CH2:11][N:10]([C:13]([O:15][C:16]([CH3:19])([CH3:18])[CH3:17])=[O:14])[CH2:9]2)=[CH:5][CH:4]=1)=O.[C:22](#[N:26])[CH2:23][C:24]#[N:25].CN1CCOCC1. Product: [C:24]([C:23]([C:22]#[N:26])=[CH:1][C:3]1[CH:21]=[CH:20][C:6]([O:7][CH:8]2[CH2:12][CH2:11][N:10]([C:13]([O:15][C:16]([CH3:19])([CH3:18])[CH3:17])=[O:14])[CH2:9]2)=[CH:5][CH:4]=1)#[N:25]. The catalyst class is: 8. (4) Reactant: C([O:3][C:4](=O)[C:5]([NH:27][C:28](=[O:30])[CH3:29])([CH2:11][CH2:12][C:13]1[CH:18]=[CH:17][C:16]([CH2:19][CH2:20][CH2:21][CH2:22][CH2:23][CH2:24][CH2:25][CH3:26])=[CH:15][CH:14]=1)[C:6](OCC)=[O:7])C.[BH4-].[Na+].Cl. Product: [OH:3][CH2:4][C:5]([NH:27][C:28](=[O:30])[CH3:29])([CH2:6][OH:7])[CH2:11][CH2:12][C:13]1[CH:18]=[CH:17][C:16]([CH2:19][CH2:20][CH2:21][CH2:22][CH2:23][CH2:24][CH2:25][CH3:26])=[CH:15][CH:14]=1. The catalyst class is: 378. (5) Reactant: [Br:1][C:2]1[CH:3]=[CH:4][C:5]([CH3:15])=[C:6]([C:8](=[O:14])[CH2:9][CH2:10][CH2:11][O:12][CH3:13])[CH:7]=1.[C:16](O)(=[O:18])[CH3:17].C(=O)(O)[O-].[Na+]. Product: [Br:1][C:2]1[CH:3]=[CH:4][C:5]([CH3:15])=[C:6]([C:8]2([CH2:9][CH2:10][CH2:11][O:12][CH3:13])[O:18][CH2:16][CH2:17][O:14]2)[CH:7]=1. The catalyst class is: 196. (6) The catalyst class is: 260. Product: [OH:23][CH:20]1[CH2:21][CH2:22][C:17]2([C:15](=[O:14])[N:11]([C:8]3[CH:9]=[CH:10][C:5]([O:4][CH:1]([CH3:3])[CH3:2])=[CH:6][CH:7]=3)[CH2:25][CH2:24]2)[CH2:18][CH2:19]1. Reactant: [CH:1]([O:4][C:5]1[CH:10]=[CH:9][C:8]([NH2:11])=[CH:7][CH:6]=1)([CH3:3])[CH3:2].C([O:14][C:15]([C:17]1([CH2:24][CH2:25]OC)[CH2:22][CH2:21][CH:20]([OH:23])[CH2:19][CH2:18]1)=O)C.[Cl-].C[Al+]C.O.